This data is from Forward reaction prediction with 1.9M reactions from USPTO patents (1976-2016). The task is: Predict the product of the given reaction. (1) Given the reactants [CH3:1][O:2][C:3](=[O:35])[CH2:4][C@H:5]1[C:9]2[CH:10]=[CH:11][C:12]([O:14][C@H:15]3[C:23]4[C:18](=[C:19]([O:25][C:26]5[CH:31]=[CH:30][C:29]([OH:32])=[C:28]([C:33]#[N:34])[CH:27]=5)[CH:20]=[CH:21][C:22]=4[F:24])[CH2:17][CH2:16]3)=[CH:13][C:8]=2[O:7][CH2:6]1.[O:36]1[CH2:40][CH2:39][C@H:38](OS(C2C=CC(C)=CC=2)(=O)=O)[CH2:37]1, predict the reaction product. The product is: [CH3:1][O:2][C:3](=[O:35])[CH2:4][C@H:5]1[C:9]2[CH:10]=[CH:11][C:12]([O:14][C@H:15]3[C:23]4[C:18](=[C:19]([O:25][C:26]5[CH:31]=[CH:30][C:29]([O:32][C@@H:38]6[CH2:39][CH2:40][O:36][CH2:37]6)=[C:28]([C:33]#[N:34])[CH:27]=5)[CH:20]=[CH:21][C:22]=4[F:24])[CH2:17][CH2:16]3)=[CH:13][C:8]=2[O:7][CH2:6]1. (2) Given the reactants [NH2:1][C:2]1[C:11]([C:12]#[C:13][C:14]2[CH:19]=[CH:18][CH:17]=[C:16]([NH:20][C:21]([C:23]3[N:27]([CH3:28])[N:26]=[C:25]([CH3:29])[CH:24]=3)=[O:22])[CH:15]=2)=[CH:10][C:5]([C:6]([O:8]C)=[O:7])=[CH:4][N:3]=1.[OH-].[K+].Cl, predict the reaction product. The product is: [NH2:1][C:2]1[C:11]([C:12]#[C:13][C:14]2[CH:19]=[CH:18][CH:17]=[C:16]([NH:20][C:21]([C:23]3[N:27]([CH3:28])[N:26]=[C:25]([CH3:29])[CH:24]=3)=[O:22])[CH:15]=2)=[CH:10][C:5]([C:6]([OH:8])=[O:7])=[CH:4][N:3]=1. (3) Given the reactants [F:1][C:2]([F:16])([F:15])[O:3][C:4]1[CH:5]=[C:6]2[C:10](=[CH:11][CH:12]=1)[NH:9][C:8](=[O:13])[C:7]2=O.[C:17]([CH2:19][C:20]([O:22][CH3:23])=[O:21])#[N:18], predict the reaction product. The product is: [C:17](/[C:19](=[C:7]1/[C:8](=[O:13])[NH:9][C:10]2[C:6]/1=[CH:5][C:4]([O:3][C:2]([F:16])([F:15])[F:1])=[CH:12][CH:11]=2)/[C:20]([O:22][CH3:23])=[O:21])#[N:18]. (4) Given the reactants [F:1][C:2]1[CH:19]=[CH:18][C:5]([CH2:6][CH:7]2[CH2:13][N:12]([CH2:14][CH2:15][CH2:16][NH2:17])[CH2:11][CH2:10][CH2:9][O:8]2)=[CH:4][CH:3]=1.C(N(CC)CC)C.[Cl:27][C:28]1[CH:33]=[CH:32][CH:31]=[C:30]([Cl:34])[C:29]=1[S:35](Cl)(=[O:37])=[O:36], predict the reaction product. The product is: [Cl:27][C:28]1[CH:33]=[CH:32][CH:31]=[C:30]([Cl:34])[C:29]=1[S:35]([NH:17][CH2:16][CH2:15][CH2:14][N:12]1[CH2:11][CH2:10][CH2:9][O:8][CH:7]([CH2:6][C:5]2[CH:4]=[CH:3][C:2]([F:1])=[CH:19][CH:18]=2)[CH2:13]1)(=[O:37])=[O:36]. (5) The product is: [F:13][C:10]([F:11])([F:12])[S:7]([O:6][C:20]1[CH:19]=[CH:18][C:17]([F:16])=[CH:22][C:21]=1[C:23](=[O:25])[CH3:24])(=[O:8])=[O:9]. Given the reactants FC(F)(F)S([O:6][S:7]([C:10]([F:13])([F:12])[F:11])(=[O:9])=[O:8])(=O)=O.[F:16][C:17]1[CH:18]=[CH:19][C:20](O)=[C:21]([C:23](=[O:25])[CH3:24])[CH:22]=1, predict the reaction product. (6) Given the reactants C(=O)([O-])O.[Na+].[CH2:6]([O:10][C:11]1[C@@:16]([CH2:21][CH:22]([CH2:24][OH:25])[OH:23])([C@H:17]([CH2:19][OH:20])[OH:18])[O:15][C:13](=[O:14])[C:12]=1[OH:26])[CH2:7][CH2:8][CH3:9].[CH2:27](Br)[CH:28]=[CH2:29], predict the reaction product. The product is: [CH2:6]([O:10][C:11]1[C@@:16]([CH2:21][CH:22]([CH2:24][OH:25])[OH:23])([C@H:17]([CH2:19][OH:20])[OH:18])[O:15][C:13](=[O:14])[C:12]=1[O:26][CH2:29][CH:28]=[CH2:27])[CH2:7][CH2:8][CH3:9]. (7) Given the reactants [Cl:1][C:2]1[CH:3]=[C:4]([N:8]2[N:12]=[N:11][C:10]([C@@H:13]3[N:17]4[CH2:18][CH2:19][NH:20][CH2:21][C@@H:16]4[CH2:15][CH2:14]3)=[N:9]2)[CH:5]=[CH:6][CH:7]=1.Cl[C:23]1[C:24]([C:29]#[N:30])=[N:25][CH:26]=[CH:27][N:28]=1.CCN(CC)CC, predict the reaction product. The product is: [Cl:1][C:2]1[CH:3]=[C:4]([N:8]2[N:12]=[N:11][C:10]([C@@H:13]3[N:17]4[CH2:18][CH2:19][N:20]([C:23]5[C:24]([C:29]#[N:30])=[N:25][CH:26]=[CH:27][N:28]=5)[CH2:21][C@@H:16]4[CH2:15][CH2:14]3)=[N:9]2)[CH:5]=[CH:6][CH:7]=1. (8) The product is: [C:1]([O:4][CH2:5][C:6]1[C:11]([N:12]2[CH2:24][CH2:23][C:22]3[N:21]4[C:16]([CH2:17][CH2:18][CH2:19][CH2:20]4)=[CH:15][C:14]=3[C:13]2=[O:25])=[CH:10][C:9]([F:26])=[CH:8][C:7]=1[C:51]1[CH:52]=[C:47]([NH:46][C:43]2[CH:42]=[CH:41][C:40]([N:31]3[CH2:32][CH2:33][N:34]([CH:36]4[CH2:37][O:38][CH2:39]4)[CH2:35][CH:30]3[CH2:28][CH3:29])=[CH:45][N:44]=2)[C:48](=[O:63])[N:49]([CH3:62])[CH:50]=1)(=[O:3])[CH3:2]. Given the reactants [C:1]([O:4][CH2:5][C:6]1[C:11]([N:12]2[CH2:24][CH2:23][C:22]3[N:21]4[C:16]([CH2:17][CH2:18][CH2:19][CH2:20]4)=[CH:15][C:14]=3[C:13]2=[O:25])=[CH:10][C:9]([F:26])=[CH:8][C:7]=1Br)(=[O:3])[CH3:2].[CH2:28]([C@H:30]1[CH2:35][N:34]([CH:36]2[CH2:39][O:38][CH2:37]2)[CH2:33][CH2:32][N:31]1[C:40]1[CH:41]=[CH:42][C:43]([NH:46][C:47]2[C:48](=[O:63])[N:49]([CH3:62])[CH:50]=[C:51](B3OC(C)(C)C(C)(C)O3)[CH:52]=2)=[N:44][CH:45]=1)[CH3:29].[O-]P([O-])([O-])=O.[K+].[K+].[K+].C([O-])(=O)C.[Na+], predict the reaction product. (9) Given the reactants [NH:1]1[CH:5]=[CH:4][C:3]([CH:6]=O)=[N:2]1.[F:8][C:9]1[CH:34]=[CH:33][CH:32]=[CH:31][C:10]=1[O:11][C:12]1[CH:13]=[C:14]([NH2:30])[C:15]([NH2:29])=[CH:16][C:17]=1[O:18][C:19]1[CH:20]=[N:21][C:22]([S:25]([CH3:28])(=[O:27])=[O:26])=[CH:23][CH:24]=1, predict the reaction product. The product is: [F:8][C:9]1[CH:34]=[CH:33][CH:32]=[CH:31][C:10]=1[O:11][C:12]1[C:17]([O:18][C:19]2[CH:20]=[N:21][C:22]([S:25]([CH3:28])(=[O:26])=[O:27])=[CH:23][CH:24]=2)=[CH:16][C:15]2[NH:29][C:6]([C:3]3[CH:4]=[CH:5][NH:1][N:2]=3)=[N:30][C:14]=2[CH:13]=1.